This data is from Forward reaction prediction with 1.9M reactions from USPTO patents (1976-2016). The task is: Predict the product of the given reaction. (1) Given the reactants [Cl:1][C:2]1[CH:7]=[CH:6][CH:5]=[C:4]([Cl:8])[C:3]=1[NH:9][C:10]1[NH:14][C:13]2[C:15]([N+:24]([O-])=O)=[C:16]([OH:23])[C:17]([C:19]([O:21][CH3:22])=[O:20])=[CH:18][C:12]=2[N:11]=1.[In].[C:28](O)(=O)[CH3:29].C(OC)(OC)(OC)C, predict the reaction product. The product is: [Cl:1][C:2]1[CH:7]=[CH:6][CH:5]=[C:4]([Cl:8])[C:3]=1[NH:9][C:10]1[NH:14][C:13]2[C:15]3[N:24]=[C:28]([CH3:29])[O:23][C:16]=3[C:17]([C:19]([O:21][CH3:22])=[O:20])=[CH:18][C:12]=2[N:11]=1. (2) Given the reactants [CH3:1][C:2]1[CH:7]=[CH:6][C:5]([N+:8]([O-:10])=[O:9])=[CH:4][C:3]=1[S:11](Cl)(=[O:13])=[O:12].[OH-].[NH4+:16], predict the reaction product. The product is: [CH3:1][C:2]1[CH:7]=[CH:6][C:5]([N+:8]([O-:10])=[O:9])=[CH:4][C:3]=1[S:11]([NH2:16])(=[O:13])=[O:12]. (3) Given the reactants C(N1C=C(CCO)N=C1)(C1C=CC=CC=1)(C1C=CC=CC=1)C1C=CC=CC=1.C1(P(C2C=CC=CC=2)C2C=CC=CC=2)C=CC=CC=1.[N:47]([C:56]([O:58][C:59]([CH3:62])([CH3:61])[CH3:60])=[O:57])=[N:48][C:49]([O:51][C:52]([CH3:55])([CH3:54])[CH3:53])=[O:50], predict the reaction product. The product is: [NH:47]([C:56]([O:58][C:59]([CH3:62])([CH3:61])[CH3:60])=[O:57])[NH:48][C:49]([O:51][C:52]([CH3:53])([CH3:54])[CH3:55])=[O:50]. (4) Given the reactants [Cl:1][C:2]1[CH:7]=[C:6](I)[C:5]([F:9])=[CH:4][N:3]=1.[F:10][C:11]([F:19])([F:18])[CH:12]1[CH2:17][CH2:16][NH:15][CH2:14][CH2:13]1.C1C=CC(P(C2C(C3C(P(C4C=CC=CC=4)C4C=CC=CC=4)=CC=C4C=3C=CC=C4)=C3C(C=CC=C3)=CC=2)C2C=CC=CC=2)=CC=1.C(O[Na])(C)(C)C, predict the reaction product. The product is: [Cl:1][C:2]1[CH:7]=[C:6]([N:15]2[CH2:16][CH2:17][CH:12]([C:11]([F:19])([F:18])[F:10])[CH2:13][CH2:14]2)[C:5]([F:9])=[CH:4][N:3]=1.